The task is: Predict which catalyst facilitates the given reaction.. This data is from Catalyst prediction with 721,799 reactions and 888 catalyst types from USPTO. (1) Reactant: [CH3:1][O:2][C:3]1[CH:4]=[C:5]2[C:10](=[CH:11][CH:12]=1)[N:9]=[C:8]([NH:13][CH2:14][CH2:15][NH:16]C(=O)O)[N:7]=[C:6]2[N:20]([C:22]1[CH:27]=[CH:26][C:25]([O:28][CH3:29])=[CH:24][CH:23]=1)[CH3:21].FC(F)(F)C(O)=O. Product: [NH2:16][CH2:15][CH2:14][NH:13][C:8]1[N:7]=[C:6]([N:20]([C:22]2[CH:23]=[CH:24][C:25]([O:28][CH3:29])=[CH:26][CH:27]=2)[CH3:21])[C:5]2[C:10](=[CH:11][CH:12]=[C:3]([O:2][CH3:1])[CH:4]=2)[N:9]=1. The catalyst class is: 2. (2) Reactant: C([O:3][C:4](=[O:28])[CH2:5][NH:6][C:7]([C:9]1[C:10](=[O:27])[S:11][C:12]2[C:17]([C:18]=1[OH:19])=[CH:16][C:15]([Cl:20])=[CH:14][C:13]=2[C:21]1[CH:26]=[CH:25][CH:24]=[CH:23][CH:22]=1)=[O:8])C.[OH-].[Na+]. Product: [Cl:20][C:15]1[CH:16]=[C:17]2[C:12](=[C:13]([C:21]3[CH:22]=[CH:23][CH:24]=[CH:25][CH:26]=3)[CH:14]=1)[S:11][C:10](=[O:27])[C:9]([C:7]([NH:6][CH2:5][C:4]([OH:28])=[O:3])=[O:8])=[C:18]2[OH:19]. The catalyst class is: 36. (3) Reactant: [Si:1]([O:8][C@H:9]([C@H:11]([N:19]1[CH:23]=[C:22]([C:24]([O:26][CH2:27][CH3:28])=[O:25])[N:21]=[CH:20]1)[CH2:12][CH2:13]OS(C)(=O)=O)[CH3:10])([C:4]([CH3:7])([CH3:6])[CH3:5])([CH3:3])[CH3:2].[CH:29]1[C:38]2[C:33](=[CH:34][CH:35]=[CH:36][CH:37]=2)[CH:32]=[CH:31][C:30]=1[SH:39].C(=O)([O-])[O-].[K+].[K+].O. Product: [Si:1]([O:8][C@H:9]([C@H:11]([N:19]1[CH:23]=[C:22]([C:24]([O:26][CH2:27][CH3:28])=[O:25])[N:21]=[CH:20]1)[CH2:12][CH2:13][S:39][C:30]1[CH:31]=[CH:32][C:33]2[C:38](=[CH:37][CH:36]=[CH:35][CH:34]=2)[CH:29]=1)[CH3:10])([C:4]([CH3:6])([CH3:5])[CH3:7])([CH3:3])[CH3:2]. The catalyst class is: 3. (4) Reactant: [Cl:1][C:2]1[CH:21]=[CH:20][C:19]([NH:22][CH2:23][CH2:24]Cl)=[CH:18][C:3]=1[C:4]([NH:6][CH2:7][C:8]12[CH2:17][CH:12]3[CH2:13][CH:14]([CH2:16][CH:10]([CH2:11]3)[CH2:9]1)[CH2:15]2)=[O:5].[CH3:26][S:27][CH2:28][CH2:29][NH2:30].C(N(CC)CC)C.C(=O)([O-])O.[Na+]. Product: [Cl:1][C:2]1[CH:21]=[CH:20][C:19]([NH:22][CH2:23][CH2:24][NH:30][CH2:29][CH2:28][S:27][CH3:26])=[CH:18][C:3]=1[C:4]([NH:6][CH2:7][C:8]12[CH2:17][CH:12]3[CH2:11][CH:10]([CH2:16][CH:14]([CH2:13]3)[CH2:15]1)[CH2:9]2)=[O:5]. The catalyst class is: 7. (5) Reactant: [CH3:1][C:2]([C:4]1[CH:9]=[CH:8][CH:7]=[CH:6][CH:5]=1)=[CH2:3].[Br:10]N1C(=O)CCC1=O. Product: [Br:10][CH2:3][C:2]([C:4]1[CH:9]=[CH:8][CH:7]=[CH:6][CH:5]=1)=[CH2:1]. The catalyst class is: 53. (6) Reactant: [F:1][C:2]([F:36])([F:35])[C:3]1[CH:4]=[C:5]([CH:28]=[C:29]([C:31]([F:34])([F:33])[F:32])[CH:30]=1)[CH2:6][NH:7][CH2:8][C:9]1[CH:10]=[N:11][C:12]2[C:17]([C:18]=1[N:19]([CH2:24][CH:25]1[CH2:27][CH2:26]1)[CH2:20][CH:21]1[CH2:23][CH2:22]1)=[CH:16][CH:15]=[CH:14][CH:13]=2.C(=O)([O-])O.[Na+].[N:42]#[C:43]Br. Product: [CH:21]1([CH2:20][N:19]([CH2:24][CH:25]2[CH2:26][CH2:27]2)[C:18]2[C:17]3[C:12](=[CH:13][CH:14]=[CH:15][CH:16]=3)[N:11]=[CH:10][C:9]=2[CH2:8][N:7]([CH2:6][C:5]2[CH:28]=[C:29]([C:31]([F:34])([F:33])[F:32])[CH:30]=[C:3]([C:2]([F:35])([F:1])[F:36])[CH:4]=2)[C:43]#[N:42])[CH2:23][CH2:22]1. The catalyst class is: 5.